Dataset: Catalyst prediction with 721,799 reactions and 888 catalyst types from USPTO. Task: Predict which catalyst facilitates the given reaction. (1) Reactant: [CH2:1]([Mg]Cl)[CH2:2][CH3:3].[C:6]([O:15]C)(=O)[C:7]1[C:8](=[CH:10][CH:11]=[CH:12][CH:13]=1)[NH2:9].[CH2:17]1[CH2:21]OC[CH2:18]1.[Cl-].[NH4+]. Product: [NH2:9][C:8]1[CH:10]=[CH:11][CH:12]=[CH:13][C:7]=1[C:6]([OH:15])([CH2:18][CH2:17][CH3:21])[CH2:1][CH2:2][CH3:3]. The catalyst class is: 13. (2) Reactant: CN.C1COCC1.[Cl:8][C:9]1[C:10]([CH3:38])=[C:11]([C:29]2[CH:30]=[C:31]([C:35]([OH:37])=O)[N:32]([CH3:34])[CH:33]=2)[C:12]([O:27][CH3:28])=[C:13]([CH:15]([NH:17][C:18]2[N:26]=[CH:25][N:24]=[C:23]3[C:19]=2[N:20]=[CH:21][NH:22]3)[CH3:16])[CH:14]=1.F[P-](F)(F)(F)(F)F.[N:46]1(O[P+](N(C)C)(N(C)C)N(C)C)[C:50]2C=CC=CC=2N=N1.C(N(CC)CC)C. Product: [Cl:8][C:9]1[C:10]([CH3:38])=[C:11]([C:29]2[CH:30]=[C:31]([C:35]([NH:46][CH3:50])=[O:37])[N:32]([CH3:34])[CH:33]=2)[C:12]([O:27][CH3:28])=[C:13]([CH:15]([NH:17][C:18]2[N:26]=[CH:25][N:24]=[C:23]3[C:19]=2[N:20]=[CH:21][NH:22]3)[CH3:16])[CH:14]=1. The catalyst class is: 3. (3) Reactant: [N:1]1[CH:6]=[CH:5][CH:4]=[N:3][C:2]=1[N:7]1[CH2:12][CH2:11][N:10]([C:13]2[N:14]=[CH:15][C:16]3[NH:21][C:20](=[O:22])[CH2:19][S:18][C:17]=3[N:23]=2)[CH2:9][CH2:8]1.[N+:24]([C:27]1[CH:34]=[CH:33][C:30]([CH:31]=O)=[CH:29][CH:28]=1)([O-:26])=[O:25].C(N(CC)CC)C. Product: [N+:24]([C:27]1[CH:34]=[CH:33][C:30](/[CH:31]=[C:19]2\[C:20](=[O:22])[NH:21][C:16]3[CH:15]=[N:14][C:13]([N:10]4[CH2:11][CH2:12][N:7]([C:2]5[N:1]=[CH:6][CH:5]=[CH:4][N:3]=5)[CH2:8][CH2:9]4)=[N:23][C:17]=3[S:18]\2)=[CH:29][CH:28]=1)([O-:26])=[O:25]. The catalyst class is: 152. (4) Reactant: [CH2:1]([O:4][C:5]1([CH3:48])[CH2:10][CH2:9][N:8]([C:11]2[N:16]3[N:17]=[C:18]([C:20]4[S:21][C:22]([CH2:25][C:26]5[CH:31]=[CH:30][CH:29]=[CH:28][C:27]=5[O:32][CH2:33]C=C)=[CH:23][N:24]=4)[CH:19]=[C:15]3[N:14]=[C:13]([CH3:36])[C:12]=2[C@H:37]([O:43][C:44]([CH3:47])([CH3:46])[CH3:45])[C:38]([O:40][CH2:41][CH3:42])=[O:39])[CH2:7][CH2:6]1)[CH:2]=[CH2:3]. Product: [C:44]([O:43][C@@H:37]([C:12]1[C:13]([CH3:36])=[N:14][C:15]2=[CH:19][C:18]3=[N:17][N:16]2[C:11]=1[N:8]1[CH2:7][CH2:6][C:5]([CH3:48])([O:4][CH2:1][CH:2]=[CH:3][CH2:33][O:32][C:27]2[CH:28]=[CH:29][CH:30]=[CH:31][C:26]=2[CH2:25][C:22]2[S:21][C:20]3=[N:24][CH:23]=2)[CH2:10][CH2:9]1)[C:38]([O:40][CH2:41][CH3:42])=[O:39])([CH3:45])([CH3:47])[CH3:46]. The catalyst class is: 26.